This data is from Full USPTO retrosynthesis dataset with 1.9M reactions from patents (1976-2016). The task is: Predict the reactants needed to synthesize the given product. (1) Given the product [CH3:24][CH:25]1[CH2:29][CH2:28][CH2:27][N:26]1[CH2:30][CH2:31][CH2:32][O:33][C:2]1[N:7]=[CH:6][C:5]([C:8]2[O:12][CH2:11][C:10]3([CH2:17][CH2:16][CH2:15][CH2:14][CH2:13]3)[N:9]=2)=[CH:4][CH:3]=1, predict the reactants needed to synthesize it. The reactants are: Cl[C:2]1[N:7]=[CH:6][C:5]([C:8]2[O:12][CH2:11][C:10]3([CH2:17][CH2:16][CH2:15][CH2:14][CH2:13]3)[N:9]=2)=[CH:4][CH:3]=1.C([O-])(C)(C)C.[K+].[CH3:24][CH:25]1[CH2:29][CH2:28][CH2:27][N:26]1[CH2:30][CH2:31][CH2:32][OH:33].C(OCC)(=O)C. (2) Given the product [CH:29]1([O:23][C:20]2[CH:19]=[CH:18][C:17]([C:7]3[C:6]([CH2:5][C:4]([N:3]([CH2:1][CH3:2])[CH2:25][CH3:26])=[O:24])=[C:10]4[N:11]=[C:12]([CH3:16])[CH:13]=[C:14]([CH3:15])[N:9]4[N:8]=3)=[CH:22][CH:21]=2)[CH2:32][CH2:31][CH2:30]1, predict the reactants needed to synthesize it. The reactants are: [CH2:1]([N:3]([CH2:25][CH3:26])[C:4](=[O:24])[CH2:5][C:6]1[C:7]([C:17]2[CH:22]=[CH:21][C:20]([OH:23])=[CH:19][CH:18]=2)=[N:8][N:9]2[C:14]([CH3:15])=[CH:13][C:12]([CH3:16])=[N:11][C:10]=12)[CH3:2].[H-].[Na+].[CH:29]1(Br)[CH2:32][CH2:31][CH2:30]1. (3) Given the product [CH3:17][O:18][C:19](=[O:31])[CH2:20][C@H:21]1[C:25]2[CH:26]=[CH:27][C:28]([O:16][C@H:11]3[C:12]4[C:8](=[C:7]([C:2]([F:6])([F:1])[CH2:3][O:4][CH3:5])[CH:15]=[CH:14][CH:13]=4)[CH2:9][CH2:10]3)=[CH:29][C:24]=2[O:23][CH2:22]1, predict the reactants needed to synthesize it. The reactants are: [F:1][C:2]([C:7]1[CH:15]=[CH:14][CH:13]=[C:12]2[C:8]=1[CH2:9][CH2:10][C@@H:11]2[OH:16])([F:6])[CH2:3][O:4][CH3:5].[CH3:17][O:18][C:19](=[O:31])[CH2:20][C@H:21]1[C:25]2[CH:26]=[CH:27][C:28](O)=[CH:29][C:24]=2[O:23][CH2:22]1. (4) Given the product [F:3][C:4]1[CH:5]=[CH:6][C:7]2[N:11]=[C:10]([C@@H:12]([NH:14][C:23]3[C:24]4[N:32]=[CH:31][CH:30]=[CH:29][C:25]=4[N:26]=[CH:27][N:28]=3)[CH3:13])[N:9]([C:15]3[CH:16]=[CH:17][CH:18]=[CH:19][CH:20]=3)[C:8]=2[CH:21]=1, predict the reactants needed to synthesize it. The reactants are: Cl.Cl.[F:3][C:4]1[CH:5]=[CH:6][C:7]2[N:11]=[C:10]([C@@H:12]([NH2:14])[CH3:13])[N:9]([C:15]3[CH:20]=[CH:19][CH:18]=[CH:17][CH:16]=3)[C:8]=2[CH:21]=1.Cl[C:23]1[C:24]2[N:32]=[CH:31][CH:30]=[CH:29][C:25]=2[N:26]=[CH:27][N:28]=1.CCN(C(C)C)C(C)C. (5) Given the product [ClH:1].[ClH:1].[CH2:15]1[C:23]2[C:18](=[CH:19][C:20]([NH:24][C:25]([N:27]3[CH2:32][CH2:31][NH:30][CH2:29][CH:28]3[CH2:40][O:41][C:42]3[CH:43]=[N:44][CH:45]=[CH:46][CH:47]=3)=[O:26])=[CH:21][CH:22]=2)[CH2:17][CH2:16]1, predict the reactants needed to synthesize it. The reactants are: [ClH:1].O1CCOCC1.OC(C(F)(F)F)=O.[CH2:15]1[C:23]2[C:18](=[CH:19][C:20]([NH:24][C:25]([N:27]3[CH2:32][CH2:31][N:30](C(OC(C)(C)C)=O)[CH2:29][CH:28]3[CH2:40][O:41][C:42]3[CH:43]=[N:44][CH:45]=[CH:46][CH:47]=3)=[O:26])=[CH:21][CH:22]=2)[CH2:17][CH2:16]1. (6) Given the product [O:1]=[C:2]1[N:11]([CH:12]2[CH2:13][CH2:14][N:15]([C@H:18]3[CH2:22][CH2:21][N:20]([C:23]([O:25][CH2:26][CH3:27])=[O:24])[CH2:19]3)[CH2:16][CH2:17]2)[C@@H:10]2[C@H:5]([CH2:6][CH2:7][CH2:8][CH2:9]2)[O:4][CH2:3]1, predict the reactants needed to synthesize it. The reactants are: [O:1]=[C:2]1[N:11]([CH:12]2[CH2:17][CH2:16][N:15]([C@H:18]3[CH2:22][CH2:21][N:20]([C:23]([O:25][C:26](C)(C)[CH3:27])=[O:24])[CH2:19]3)[CH2:14][CH2:13]2)[C@@H:10]2[C@H:5]([CH2:6][CH2:7][CH2:8][CH2:9]2)[O:4][CH2:3]1.Cl.C(N(CC)CC)C.ClC(OCC)=O. (7) Given the product [CH2:38]([O:1][C:2]1[CH:33]=[CH:32][C:5]([CH2:6][CH:7]2[C:16]3[C:11](=[CH:12][C:13]([O:19][CH3:20])=[C:14]([O:17][CH3:18])[CH:15]=3)[CH2:10][CH2:9][N:8]2[CH2:21][C:22]([NH:24][CH2:25][C:26]2[CH:31]=[CH:30][CH:29]=[CH:28][CH:27]=2)=[O:23])=[CH:4][C:3]=1[O:34][CH3:35])[CH:37]=[CH2:36], predict the reactants needed to synthesize it. The reactants are: [OH:1][C:2]1[CH:33]=[CH:32][C:5]([CH2:6][CH:7]2[C:16]3[C:11](=[CH:12][C:13]([O:19][CH3:20])=[C:14]([O:17][CH3:18])[CH:15]=3)[CH2:10][CH2:9][N:8]2[CH2:21][C:22]([NH:24][CH2:25][C:26]2[CH:31]=[CH:30][CH:29]=[CH:28][CH:27]=2)=[O:23])=[CH:4][C:3]=1[O:34][CH3:35].[CH2:36](Br)[CH:37]=[CH2:38]. (8) Given the product [CH2:11]([O:13][C:14]([C:16]1[CH:17]=[N:18][N:19]([C:21]2[NH:30][C:29](=[O:31])[C:28]3[C:23](=[CH:24][C:25]4[CH2:32][CH2:33][CH2:34][C:26]=4[CH:27]=3)[N:22]=2)[CH:20]=1)=[O:15])[CH3:12], predict the reactants needed to synthesize it. The reactants are: C1C2C(=CC(N)=CC=2)CC1.[CH2:11]([O:13][C:14]([C:16]1[CH:17]=[N:18][N:19]([C:21]2[NH:30][C:29](=[O:31])[C:28]3[C:27]4[CH2:32][CH2:33][CH2:34][C:26]=4[CH:25]=[CH:24][C:23]=3[N:22]=2)[CH:20]=1)=[O:15])[CH3:12]. (9) Given the product [CH3:1][N:2]1[C:11]2[NH:10][C:9]3[CH:12]=[C:13]([CH3:16])[CH:14]=[CH:15][C:8]=3[NH:7][CH2:6][C:5]=2[CH:4]=[N:3]1, predict the reactants needed to synthesize it. The reactants are: [CH3:1][N:2]1[C:11]2[NH:10][C:9]3[CH:12]=[C:13]([CH3:16])[CH:14]=[CH:15][C:8]=3[NH:7][C:6](=O)[C:5]=2[CH:4]=[N:3]1.[H-].[Al+3].[Li+].[H-].[H-].[H-].N.